From a dataset of Forward reaction prediction with 1.9M reactions from USPTO patents (1976-2016). Predict the product of the given reaction. (1) Given the reactants [CH3:1][O:2][C:3]1[CH:9]=[CH:8][C:7]([N+:10]([O-:12])=[O:11])=[CH:6][C:4]=1[NH2:5].[C:13](OC(=O)C)(=[O:15])[CH3:14], predict the reaction product. The product is: [CH3:1][O:2][C:3]1[CH:9]=[CH:8][C:7]([N+:10]([O-:12])=[O:11])=[CH:6][C:4]=1[NH:5][C:13](=[O:15])[CH3:14]. (2) Given the reactants I[C:2]1[C:7]([O:8][C:9]2[C:18]3[C:13](=[CH:14][C:15]([O:21][CH3:22])=[C:16]([O:19][CH3:20])[CH:17]=3)[N:12]=[CH:11][CH:10]=2)=[CH:6][CH:5]=[C:4]([CH3:23])[N:3]=1.[CH3:24][C:25]1[CH:26]=[C:27](B(O)O)[CH:28]=[CH:29][CH:30]=1.C(=O)([O-])O.[Na+], predict the reaction product. The product is: [CH3:20][O:19][C:16]1[CH:17]=[C:18]2[C:13](=[CH:14][C:15]=1[O:21][CH3:22])[N:12]=[CH:11][CH:10]=[C:9]2[O:8][C:7]1[C:2]([C:29]2[CH:30]=[C:25]([CH3:24])[CH:26]=[CH:27][CH:28]=2)=[N:3][C:4]([CH3:23])=[CH:5][CH:6]=1. (3) Given the reactants CC1(C)[O:7][C:6]2[CH:8]=[CH:9][C:10]([C@@H:12]([OH:41])[CH2:13][N:14]([C@@H](C3C=CC=CC=3)CO)[CH2:15][CH2:16][CH2:17][CH2:18][CH2:19][CH2:20][O:21][CH2:22][CH2:23][CH2:24][CH2:25][C:26]3[CH:31]=[CH:30][CH:29]=[CH:28][CH:27]=3)=[CH:11][C:5]=2[CH2:4][O:3]1.O, predict the reaction product. The product is: [OH:3][CH2:4][C:5]1[CH:11]=[C:10]([C@@H:12]([OH:41])[CH2:13][NH:14][CH2:15][CH2:16][CH2:17][CH2:18][CH2:19][CH2:20][O:21][CH2:22][CH2:23][CH2:24][CH2:25][C:26]2[CH:27]=[CH:28][CH:29]=[CH:30][CH:31]=2)[CH:9]=[CH:8][C:6]=1[OH:7]. (4) Given the reactants [Cl-].[CH2:2]([C:5]1[C:14]2[C:9](=[CH:10][C:11]([O:17][CH3:18])=[C:12]([O:15][CH3:16])[CH:13]=2)[CH:8]=[CH:7][N+:6]=1CC1C(F)=CC=CC=1[Cl:27])CC.[C:28]([C:32]1[CH:39]=[CH:38][C:35]([CH2:36]Cl)=[CH:34][CH:33]=1)([CH3:31])([CH3:30])[CH3:29], predict the reaction product. The product is: [Cl-:27].[CH3:2][C:5]1[C:14]2[C:9](=[CH:10][C:11]([O:17][CH3:18])=[C:12]([O:15][CH3:16])[CH:13]=2)[CH:8]=[CH:7][N+:6]=1[CH2:36][C:35]1[CH:38]=[CH:39][C:32]([C:28]([CH3:31])([CH3:30])[CH3:29])=[CH:33][CH:34]=1. (5) Given the reactants Br[CH2:2][CH2:3][O:4][C:5]1[CH:10]=[CH:9][CH:8]=[CH:7][CH:6]=1.[CH:11]1([NH2:17])[CH2:16][CH2:15][CH2:14][CH2:13][CH2:12]1.C(=O)([O-])[O-].[K+].[K+].[I-].[Na+], predict the reaction product. The product is: [O:4]([CH2:3][CH2:2][NH:17][CH:11]1[CH2:16][CH2:15][CH2:14][CH2:13][CH2:12]1)[C:5]1[CH:10]=[CH:9][CH:8]=[CH:7][CH:6]=1. (6) Given the reactants [F:1][C:2]1[CH:7]=[C:6]([O:8][CH3:9])[C:5]([I:10])=[CH:4][C:3]=1[CH:11]1[CH2:16][CH2:15][NH:14][CH2:13][CH2:12]1.C(N(CC)C(C)C)(C)C.[C:26]([O:29][CH2:30][C:31](Cl)=[O:32])(=[O:28])[CH3:27], predict the reaction product. The product is: [C:26]([O:29][CH2:30][C:31]([N:14]1[CH2:13][CH2:12][CH:11]([C:3]2[CH:4]=[C:5]([I:10])[C:6]([O:8][CH3:9])=[CH:7][C:2]=2[F:1])[CH2:16][CH2:15]1)=[O:32])(=[O:28])[CH3:27]. (7) Given the reactants [CH3:1][N:2]([C:7]1[S:8][C:9]2[CH:15]=[C:14]([N+:16]([O-:18])=[O:17])[CH:13]=[CH:12][C:10]=2[N:11]=1)[CH2:3][CH2:4][NH:5][CH3:6].N1C=CC=CC=1.[C:25](Cl)(=[O:27])[CH3:26], predict the reaction product. The product is: [CH3:6][N:5]([CH2:4][CH2:3][N:2]([CH3:1])[C:7]1[S:8][C:9]2[CH:15]=[C:14]([N+:16]([O-:18])=[O:17])[CH:13]=[CH:12][C:10]=2[N:11]=1)[C:25](=[O:27])[CH3:26]. (8) Given the reactants C1(P(C2C=CC=CC=2)C2C=CC=CC=2)C=CC=CC=1.[CH3:20][N:21]([CH3:26])[CH2:22][CH2:23][CH2:24][OH:25].CCOC(/N=N/C(OCC)=O)=O.[CH2:39]([C:41]1[CH:63]=[CH:62][CH:61]=[CH:60][C:42]=1[NH:43][C:44]1[C:53]2[C:48](=[CH:49][C:50]([O:55][CH3:56])=[C:51](O)[CH:52]=2)[N:47]=[CH:46][C:45]=1[C:57]([NH2:59])=[O:58])[CH3:40], predict the reaction product. The product is: [CH3:20][N:21]([CH3:26])[CH2:22][CH2:23][CH2:24][O:25][C:51]1[CH:52]=[C:53]2[C:48](=[CH:49][C:50]=1[O:55][CH3:56])[N:47]=[CH:46][C:45]([C:57]([NH2:59])=[O:58])=[C:44]2[NH:43][C:42]1[CH:60]=[CH:61][CH:62]=[CH:63][C:41]=1[CH2:39][CH3:40].